Dataset: TCR-epitope binding with 47,182 pairs between 192 epitopes and 23,139 TCRs. Task: Binary Classification. Given a T-cell receptor sequence (or CDR3 region) and an epitope sequence, predict whether binding occurs between them. The epitope is NLVPMVATV. The TCR CDR3 sequence is CATSSGDNEKLFF. Result: 0 (the TCR does not bind to the epitope).